The task is: Predict the product of the given reaction.. This data is from Forward reaction prediction with 1.9M reactions from USPTO patents (1976-2016). Given the reactants [C:1]([OH:6])(=O)[C:2]([CH3:4])=[CH2:3].C(OCCCl)=O.C(#N)C.[NH2:16][C:17]1[CH:22]=[CH:21][C:20]([S:23]([NH2:26])(=[O:25])=[O:24])=[CH:19][CH:18]=1, predict the reaction product. The product is: [NH2:26][S:23]([C:20]1[CH:19]=[CH:18][C:17]([NH:16][C:1](=[O:6])[C:2]([CH3:4])=[CH2:3])=[CH:22][CH:21]=1)(=[O:24])=[O:25].